Predict the reactants needed to synthesize the given product. From a dataset of Full USPTO retrosynthesis dataset with 1.9M reactions from patents (1976-2016). (1) Given the product [CH3:9][C:5]1[C:6]([CH3:8])=[CH:7][C:2]([NH:16][CH2:13][CH2:14][CH3:15])=[C:3]([N+:10]([O-:12])=[O:11])[CH:4]=1, predict the reactants needed to synthesize it. The reactants are: Cl[C:2]1[CH:7]=[C:6]([CH3:8])[C:5]([CH3:9])=[CH:4][C:3]=1[N+:10]([O-:12])=[O:11].[CH2:13]([NH2:16])[CH2:14][CH3:15]. (2) Given the product [CH3:1][O:2][C:3]1[CH:17]=[CH:16][C:6]([CH2:7][NH:8][C:9]2[CH:14]=[C:13]([O:28][C:20]3[CH:21]=[CH:22][C:23]([N+:25]([O-:27])=[O:26])=[CH:24][C:19]=3[F:18])[N:12]=[CH:11][N:10]=2)=[CH:5][CH:4]=1, predict the reactants needed to synthesize it. The reactants are: [CH3:1][O:2][C:3]1[CH:17]=[CH:16][C:6]([CH2:7][NH:8][C:9]2[CH:14]=[C:13](Cl)[N:12]=[CH:11][N:10]=2)=[CH:5][CH:4]=1.[F:18][C:19]1[CH:24]=[C:23]([N+:25]([O-:27])=[O:26])[CH:22]=[CH:21][C:20]=1[OH:28].CCN(C(C)C)C(C)C.COCCOCCOC. (3) Given the product [NH2:24][C:25]1[CH:33]=[CH:32][C:31]([NH:34][CH2:16][CH2:15][N:14]2[C:13]3[C:8]([C:9](=[O:19])[NH:10][C:11](=[O:18])[N:12]=3)=[N:7][C:6]3[CH:20]=[C:2]([CH3:1])[C:3]([CH3:21])=[CH:4][C:5]2=3)=[CH:30][C:26]=1[C:27]([OH:29])=[O:28], predict the reactants needed to synthesize it. The reactants are: [CH3:1][C:2]1[C:3]([CH3:21])=[CH:4][C:5]2[N:14]([CH2:15][CH:16]=O)[C:13]3[C:8]([C:9](=[O:19])[NH:10][C:11](=[O:18])[N:12]=3)=[N:7][C:6]=2[CH:20]=1.Cl.Cl.[NH2:24][C:25]1[CH:33]=[CH:32][C:31]([NH2:34])=[CH:30][C:26]=1[C:27]([OH:29])=[O:28]. (4) Given the product [CH3:8][S:9][C:10]1[CH:15]=[CH:14][NH:13][C:12](=[O:3])[C:11]=1[CH3:17], predict the reactants needed to synthesize it. The reactants are: C(OC(=O)C)(=[O:3])C.[CH3:8][S:9][C:10]1[CH:15]=[CH:14][N+:13]([O-])=[CH:12][C:11]=1[CH3:17].C(OCC)(=O)C. (5) Given the product [CH3:32][O:33][CH2:34][CH2:35][CH2:36][NH:37][C:3](=[O:31])[CH2:4][CH2:5][CH2:6][CH2:7][CH2:8][O:9][C:10]1[CH:11]=[CH:12][C:13]2[N:17]=[C:16]([N:18]3[CH2:23][CH2:22][CH2:21][CH2:20][CH2:19]3)[N:15]([C:24]3[CH:29]=[CH:28][CH:27]=[CH:26][CH:25]=3)[C:14]=2[CH:30]=1, predict the reactants needed to synthesize it. The reactants are: CO[C:3](=[O:31])[CH2:4][CH2:5][CH2:6][CH2:7][CH2:8][O:9][C:10]1[CH:11]=[CH:12][C:13]2[N:17]=[C:16]([N:18]3[CH2:23][CH2:22][CH2:21][CH2:20][CH2:19]3)[N:15]([C:24]3[CH:29]=[CH:28][CH:27]=[CH:26][CH:25]=3)[C:14]=2[CH:30]=1.[CH3:32][O:33][CH2:34][CH2:35][CH2:36][NH2:37]. (6) The reactants are: [CH2:1]([C:5]1([CH3:31])[CH2:10][CH2:9][N:8]([C:11]2[C:12]3[N:13]([N:24]=[C:25]([C:27]([O:29][CH3:30])=[O:28])[CH:26]=3)[CH:14]=[C:15]([CH3:23])[C:16]=2[C@H:17]([OH:22])[C:18]([O:20][CH3:21])=[O:19])[CH2:7][CH2:6]1)[CH2:2][CH:3]=[CH2:4].FN(F)S(F)(=O)=O.ClC(Cl)(Cl)C(=N)O[C:43]([CH3:46])([CH3:45])[CH3:44].O. Given the product [CH2:1]([C:5]1([CH3:31])[CH2:10][CH2:9][N:8]([C:11]2[C:12]3[N:13]([N:24]=[C:25]([C:27]([O:29][CH3:30])=[O:28])[CH:26]=3)[CH:14]=[C:15]([CH3:23])[C:16]=2[C@H:17]([O:22][C:43]([CH3:46])([CH3:45])[CH3:44])[C:18]([O:20][CH3:21])=[O:19])[CH2:7][CH2:6]1)[CH2:2][CH:3]=[CH2:4], predict the reactants needed to synthesize it. (7) Given the product [Br:1][C:2]1[C:3]([Cl:10])=[N:4][C:5]([NH:11][C:12]2[CH:19]=[CH:18][C:15]([C:16]#[N:17])=[CH:14][CH:13]=2)=[N:6][C:7]=1[Cl:8], predict the reactants needed to synthesize it. The reactants are: [Br:1][C:2]1[C:3]([Cl:10])=[N:4][C:5](Cl)=[N:6][C:7]=1[Cl:8].[NH2:11][C:12]1[CH:19]=[CH:18][C:15]([C:16]#[N:17])=[CH:14][CH:13]=1.C(N(C(C)C)CC)(C)C. (8) The reactants are: C(OC([N:8]1[CH2:13][CH2:12][N:11]([C:14]2[C:15]3[C:30]([O:31][CH3:32])=[CH:29][N:28]=[CH:27][C:16]=3[N:17]=[C:18]([C:20]3[CH:25]=[CH:24][N:23]=[C:22](Cl)[CH:21]=3)[N:19]=2)[CH2:10][CH2:9]1)=O)(C)(C)C.[NH2:33][C:34]1[CH:41]=[CH:40][C:37]([C:38]#[N:39])=[CH:36][C:35]=1[F:42]. Given the product [F:42][C:35]1[CH:36]=[C:37]([CH:40]=[CH:41][C:34]=1[NH:33][C:22]1[CH:21]=[C:20]([C:18]2[N:19]=[C:14]([N:11]3[CH2:12][CH2:13][NH:8][CH2:9][CH2:10]3)[C:15]3[C:30]([O:31][CH3:32])=[CH:29][N:28]=[CH:27][C:16]=3[N:17]=2)[CH:25]=[CH:24][N:23]=1)[C:38]#[N:39], predict the reactants needed to synthesize it. (9) Given the product [C:1]([C:3]1[CH:8]=[CH:7][C:6]([C@@H:9]2[C:14]([C:15]([O:17][CH2:18][CH:19]=[CH2:20])=[O:16])=[C:13]([CH3:21])[N:12]([C:22]3[CH:27]=[CH:26][CH:25]=[C:24]([C:28]([F:30])([F:29])[F:31])[CH:23]=3)[C:11](=[O:32])[N:10]2[CH3:37])=[C:5]([S:33]([CH3:36])(=[O:34])=[O:35])[CH:4]=1)#[N:2], predict the reactants needed to synthesize it. The reactants are: [C:1]([C:3]1[CH:8]=[CH:7][C:6]([C@@H:9]2[C:14]([C:15]([O:17][CH2:18][CH:19]=[CH2:20])=[O:16])=[C:13]([CH3:21])[N:12]([C:22]3[CH:27]=[CH:26][CH:25]=[C:24]([C:28]([F:31])([F:30])[F:29])[CH:23]=3)[C:11](=[O:32])[NH:10]2)=[C:5]([S:33]([CH3:36])(=[O:35])=[O:34])[CH:4]=1)#[N:2].[CH3:37][Si](C)(C)[N-][Si](C)(C)C.[Li+].IC.